Task: Predict the reaction yield, written as a fraction of the theoretical maximum amount of product (1.0 means a 100% yield; for example, 0.34 means a 34% yield).. Dataset: Reaction yield outcomes from USPTO patents with 853,638 reactions (1) The reactants are [Br:1][C:2]1[CH:3]=[C:4]([CH:15]=[C:16]([O:18][CH3:19])[CH:17]=1)[CH2:5][NH:6][C:7]1[C:12]([Cl:13])=[CH:11][N:10]=[C:9](Cl)[N:8]=1.[NH2:20][C:21]1[CH:22]=[C:23]([CH2:27][CH2:28][CH2:29][OH:30])[CH:24]=[CH:25][CH:26]=1.O.C1(C)C=CC(S(O)(=O)=O)=CC=1.C([O-])(O)=O.[Na+]. The catalyst is O1CCOCC1. The product is [Br:1][C:2]1[CH:3]=[C:4]([CH:15]=[C:16]([O:18][CH3:19])[CH:17]=1)[CH2:5][NH:6][C:7]1[C:12]([Cl:13])=[CH:11][N:10]=[C:9]([NH:20][C:21]2[CH:22]=[C:23]([CH2:27][CH2:28][CH2:29][OH:30])[CH:24]=[CH:25][CH:26]=2)[N:8]=1. The yield is 0.990. (2) The reactants are [H-].[Na+].[BH4-].[Na+].O.[NH2:6][C:7]1[N:12]=[C:11]([SH:13])[N:10]=[C:9]([OH:14])[CH:8]=1.Cl[C@@H:16]([C:18]1[CH:23]=[CH:22][CH:21]=[CH:20][C:19]=1[F:24])[CH3:17]. The catalyst is CN(C=O)C. The product is [NH2:6][C:7]1[N:12]=[C:11]([S:13][C@H:16]([C:18]2[CH:23]=[CH:22][CH:21]=[CH:20][C:19]=2[F:24])[CH3:17])[N:10]=[C:9]([OH:14])[CH:8]=1. The yield is 0.750. (3) The reactants are [S:1](N)(N)(=[O:3])=[O:2].[NH2:6][C:7]1[C:8]([CH:17]([C:24]2[CH:29]=[CH:28][C:27]([F:30])=[CH:26][CH:25]=2)[NH:18][CH2:19][CH2:20][N:21]([CH3:23])[CH3:22])=[CH:9][CH:10]=[C:11]2[C:16]=1[N:15]=[CH:14][CH:13]=[CH:12]2. The catalyst is N1C=CC=CC=1. The product is [F:30][C:27]1[CH:28]=[CH:29][C:24]([CH:17]2[C:8]3[CH:9]=[CH:10][C:11]4[C:16](=[N:15][CH:14]=[CH:13][CH:12]=4)[C:7]=3[NH:6][S:1](=[O:3])(=[O:2])[N:18]2[CH2:19][CH2:20][N:21]([CH3:23])[CH3:22])=[CH:25][CH:26]=1. The yield is 0.180. (4) The reactants are [CH2:1]([O:3][P:4]([CH2:9][NH:10][CH2:11][C:12]([O:14][CH2:15][CH3:16])=[O:13])([O:6][CH2:7][CH3:8])=[O:5])[CH3:2].[Cl:17][C:18]1[CH:19]=[C:20]2[C:25](=[C:26]([Cl:28])[CH:27]=1)[CH2:24][N:23]([CH3:29])[CH2:22][CH:21]2[C:30]1[CH:31]=[C:32]([S:36](Cl)(=[O:38])=[O:37])[CH:33]=[CH:34][CH:35]=1. The catalyst is N1C=CC=CC=1. The product is [Cl:17][C:18]1[CH:19]=[C:20]2[C:25](=[C:26]([Cl:28])[CH:27]=1)[CH2:24][N:23]([CH3:29])[CH2:22][CH:21]2[C:30]1[CH:31]=[C:32]([S:36]([N:10]([CH2:11][C:12]([O:14][CH2:15][CH3:16])=[O:13])[CH2:9][P:4]([O:3][CH2:1][CH3:2])([O:6][CH2:7][CH3:8])=[O:5])(=[O:38])=[O:37])[CH:33]=[CH:34][CH:35]=1. The yield is 0.240. (5) The reactants are [CH3:1][C:2]1([CH3:17])[C:6](=[O:7])[C:5]2[C:8]([CH3:16])=[C:9]([N+:13]([O-])=O)[CH:10]=[C:11]([CH3:12])[C:4]=2[O:3]1. The catalyst is C(OCC)(=O)C.CCCCCC. The product is [NH2:13][C:9]1[CH:10]=[C:11]([CH3:12])[C:4]2[O:3][C:2]([CH3:1])([CH3:17])[C:6](=[O:7])[C:5]=2[C:8]=1[CH3:16]. The yield is 0.970. (6) The reactants are COC1C=C2C(=CC=1OC)N=C[N:7]=C2SC1C=C(C=CC=1)N.[CH3:23][O:24][C:25]1[CH:26]=[C:27]([NH:35][C:36](=[O:44])OC2C=CC=CC=2)[CH:28]=[C:29]([C:31]([F:34])([F:33])[F:32])[CH:30]=1.C(N(C(C)C)CC)(C)C. The catalyst is C1COCC1.CN(C)C1C=CN=CC=1.CCOC(C)=O. The product is [CH3:23][O:24][C:25]1[CH:26]=[C:27]([NH:35][C:36](=[O:44])[NH2:7])[CH:28]=[C:29]([C:31]([F:34])([F:33])[F:32])[CH:30]=1. The yield is 0.560.